This data is from Catalyst prediction with 721,799 reactions and 888 catalyst types from USPTO. The task is: Predict which catalyst facilitates the given reaction. (1) Reactant: OC(C(F)(F)F)=O.[F:8][C:9]1[CH:35]=[C:34]([F:36])[CH:33]=[CH:32][C:10]=1[O:11][CH:12]1[CH2:17][CH2:16][N:15]([C:18]2[N:19]=[C:20]3[CH2:31][CH2:30][NH:29][CH2:28][C:21]3=[N:22][C:23]=2[NH:24][CH:25]([CH3:27])[CH3:26])[CH2:14][CH2:13]1.C(N(CC)CC)C.[CH3:44][S:45](Cl)(=[O:47])=[O:46]. Product: [F:8][C:9]1[CH:35]=[C:34]([F:36])[CH:33]=[CH:32][C:10]=1[O:11][CH:12]1[CH2:13][CH2:14][N:15]([C:18]2[N:19]=[C:20]3[CH2:31][CH2:30][N:29]([S:45]([CH3:44])(=[O:47])=[O:46])[CH2:28][C:21]3=[N:22][C:23]=2[NH:24][CH:25]([CH3:27])[CH3:26])[CH2:16][CH2:17]1. The catalyst class is: 2. (2) The catalyst class is: 8. Product: [NH2:8][C@@H:12]([CH2:13][CH2:14][C:15]1[CH:20]=[CH:19][CH:18]=[C:17]([C:21]([F:24])([F:22])[F:23])[N:16]=1)[CH2:11][OH:10]. Reactant: C(OC([N:8]1[C@@H:12]([CH2:13][CH2:14][C:15]2[CH:20]=[CH:19][CH:18]=[C:17]([C:21]([F:24])([F:23])[F:22])[N:16]=2)[CH2:11][O:10]C1(C)C)=O)(C)(C)C.Cl. (3) Reactant: [CH2:1]([O:5][C:6]1[CH:11]=[CH:10][C:9]([CH3:12])=[CH:8][C:7]=1[C:13]1[N:21]([CH2:22][C:23]2[CH:28]=[CH:27][C:26]([Cl:29])=[CH:25][CH:24]=2)[C:20]2[C:15](=[N:16][C:17]([Cl:31])=[N:18][C:19]=2Cl)[N:14]=1)[CH2:2][CH:3]=[CH2:4].[CH:32]1([C@H:35]([NH2:37])[CH3:36])[CH2:34][CH2:33]1. Product: [CH2:1]([O:5][C:6]1[CH:11]=[CH:10][C:9]([CH3:12])=[CH:8][C:7]=1[C:13]1[N:21]([CH2:22][C:23]2[CH:28]=[CH:27][C:26]([Cl:29])=[CH:25][CH:24]=2)[C:20]2[C:15](=[N:16][C:17]([Cl:31])=[N:18][C:19]=2[NH:37][C@@H:35]([CH:32]2[CH2:34][CH2:33]2)[CH3:36])[N:14]=1)[CH2:2][CH:3]=[CH2:4]. The catalyst class is: 8. (4) Reactant: [CH2:1]([CH:9]([CH2:15][CH2:16][C:17]1[CH:22]=[CH:21][CH:20]=[CH:19][CH:18]=1)[C:10]([O:12]CC)=[O:11])[CH2:2][C:3]1[CH:8]=[CH:7][CH:6]=[CH:5][CH:4]=1.[OH-].[K+]. Product: [CH2:15]([CH:9]([CH2:1][CH2:2][C:3]1[CH:8]=[CH:7][CH:6]=[CH:5][CH:4]=1)[C:10]([OH:12])=[O:11])[CH2:16][C:17]1[CH:22]=[CH:21][CH:20]=[CH:19][CH:18]=1. The catalyst class is: 40. (5) Reactant: Br[C:2]1[CH:3]=[CH:4][C:5]([N:8]2[C:12]([CH3:13])=[CH:11][CH:10]=[C:9]2[CH3:14])=[N:6][CH:7]=1.C([Li])(C)(C)C.[CH2:20]([N:23]1[C@@H:28]([CH3:29])[CH2:27][O:26][C:25](=[O:30])[CH2:24]1)[CH2:21][CH3:22].[NH4+].[Cl-]. Product: [CH3:14][C:9]1[N:8]([C:5]2[N:6]=[CH:7][C:2]([C:25]3([OH:30])[O:26][CH2:27][C@H:28]([CH3:29])[N:23]([CH2:20][CH2:21][CH3:22])[CH2:24]3)=[CH:3][CH:4]=2)[C:12]([CH3:13])=[CH:11][CH:10]=1. The catalyst class is: 182. (6) Reactant: C[Si]([N:5]=[N+:6]=[N-:7])(C)C.[Cl:8][C:9]1[CH:29]=[CH:28][C:12]([C:13]([C:15]2[C:16]([CH3:27])=[C:17]([C:20]([OH:26])=[C:21]([CH:23]([CH3:25])[CH3:24])[CH:22]=2)[C:18]#[N:19])=[O:14])=[CH:11][CH:10]=1. Product: [Cl:8][C:9]1[CH:10]=[CH:11][C:12]([C:13]([C:15]2[CH:22]=[C:21]([CH:23]([CH3:24])[CH3:25])[C:20]([OH:26])=[C:17]([C:18]3[NH:19][N:7]=[N:6][N:5]=3)[C:16]=2[CH3:27])=[O:14])=[CH:28][CH:29]=1. The catalyst class is: 11. (7) Reactant: [Cl:1][C:2]1[CH:16]=[CH:15][CH:14]=[CH:13][C:3]=1[CH2:4][NH:5][C:6](=[O:12])[C:7]([CH3:11])([CH3:10])[CH2:8][OH:9].[CH2:17]([C:19]1[CH:24]=[CH:23][C:22]([N:25]=[C:26]=[O:27])=[CH:21][CH:20]=1)[CH3:18]. Product: [CH2:17]([C:19]1[CH:24]=[CH:23][C:22]([NH:25][C:26](=[O:27])[O:9][CH2:8][C:7]([CH3:11])([CH3:10])[C:6]([NH:5][CH2:4][C:3]2[CH:13]=[CH:14][CH:15]=[CH:16][C:2]=2[Cl:1])=[O:12])=[CH:21][CH:20]=1)[CH3:18]. The catalyst class is: 64. (8) Reactant: C[O:2][C:3]([C:5]1[NH:6][C:7]2[C:12]([CH:13]=1)=[C:11]([O:14][CH3:15])[CH:10]=[CH:9][CH:8]=2)=[O:4].[OH-].[K+]. Product: [CH3:15][O:14][C:11]1[CH:10]=[CH:9][CH:8]=[C:7]2[C:12]=1[CH:13]=[C:5]([C:3]([OH:4])=[O:2])[NH:6]2. The catalyst class is: 14. (9) Reactant: [Cl:1][C:2]1[CH:7]=[CH:6][C:5]2=[N:8][C:9]([C:11]3[CH:12]=[CH:13][C:14]([CH3:18])=[C:15]([CH:17]=3)[NH2:16])=[CH:10][N:4]2[N:3]=1.C(#N)C.[CH3:22][C:23]([CH3:28])([CH3:27])[C:24](Cl)=[O:25]. Product: [Cl:1][C:2]1[CH:7]=[CH:6][C:5]2=[N:8][C:9]([C:11]3[CH:12]=[CH:13][C:14]([CH3:18])=[C:15]([NH:16][C:24](=[O:25])[C:23]([CH3:28])([CH3:27])[CH3:22])[CH:17]=3)=[CH:10][N:4]2[N:3]=1. The catalyst class is: 17.